From a dataset of Reaction yield outcomes from USPTO patents with 853,638 reactions. Predict the reaction yield, written as a fraction of the theoretical maximum amount of product (1.0 means a 100% yield; for example, 0.34 means a 34% yield). The reactants are C1(P(C2CCCCC2)C2C=CC=CC=2C2C=CC=CC=2)CCCCC1.[CH2:26]([O:28][C:29]1[CH:30]=[C:31](/[CH:43]=[C:44](\[CH3:50])/[C:45]([O:47][CH2:48][CH3:49])=[O:46])[CH:32]=[CH:33][C:34]=1OS(C(F)(F)F)(=O)=O)[CH3:27].[CH3:51][NH:52][C:53]1[CH:58]=[CH:57][CH:56]=[C:55](B2OC(C)(C)C(C)(C)O2)[CH:54]=1.P([O-])([O-])([O-])=O.[K+].[K+].[K+].[Cl-].[NH4+]. The catalyst is CN(C)C=O.C([O-])(=O)C.[Pd+2].C([O-])(=O)C. The product is [CH2:26]([O:28][C:29]1[CH:30]=[C:31](/[CH:43]=[C:44](\[CH3:50])/[C:45]([O:47][CH2:48][CH3:49])=[O:46])[CH:32]=[CH:33][C:34]=1[C:55]1[CH:56]=[CH:57][CH:58]=[C:53]([NH:52][CH3:51])[CH:54]=1)[CH3:27]. The yield is 0.170.